Task: Predict the reactants needed to synthesize the given product.. Dataset: Full USPTO retrosynthesis dataset with 1.9M reactions from patents (1976-2016) (1) The reactants are: [C:1]([O:15][CH2:16][CH2:17][CH2:18][C:19]([O:21][C:22]([CH3:25])([CH3:24])[CH3:23])=[O:20])(=[O:14])[CH2:2]CC(OCC1C=CC=CC=1)=O.F[C:27](F)(F)[C:28]([O:30][C:31]1[C:36]([F:37])=[C:35]([F:38])[C:34]([F:39])=[C:33]([F:40])[C:32]=1[F:41])=[O:29]. Given the product [C:1]([O:15][CH2:16][CH2:17][CH2:18][C:19]([O:21][C:22]([CH3:25])([CH3:24])[CH3:23])=[O:20])(=[O:14])[CH2:2][CH2:27][C:28]([O:30][C:31]1[C:36]([F:37])=[C:35]([F:38])[C:34]([F:39])=[C:33]([F:40])[C:32]=1[F:41])=[O:29], predict the reactants needed to synthesize it. (2) Given the product [C:1]([O:5][C:6]([NH:8][C@@H:9]([CH2:25][CH2:26][CH2:27][NH:28][C:29]([O:44][CH2:43][C:40]1[CH:41]=[CH:42][C:37]([CH3:36])=[CH:38][CH:39]=1)=[O:30])[C:10]([NH:12][C:13]1[CH:18]=[CH:17][CH:16]=[CH:15][C:14]=1[CH2:19][CH2:20][C:21]([O:23][CH3:24])=[O:22])=[O:11])=[O:7])([CH3:2])([CH3:3])[CH3:4], predict the reactants needed to synthesize it. The reactants are: [C:1]([O:5][C:6]([NH:8][C@@H:9]([CH2:25][CH2:26][CH2:27][NH:28][C:29](N1C=CN=C1)=[O:30])[C:10]([NH:12][C:13]1[CH:18]=[CH:17][CH:16]=[CH:15][C:14]=1[CH2:19][CH2:20][C:21]([O:23][CH3:24])=[O:22])=[O:11])=[O:7])([CH3:4])([CH3:3])[CH3:2].[CH3:36][C:37]1[CH:42]=[CH:41][C:40]([CH2:43][OH:44])=[CH:39][CH:38]=1. (3) The reactants are: FC1C=C(OCC2C=NC(OC)=CC=2)C(OC)=CC=1[CH2:4][NH:5][C:6]1[C:7]([NH2:13])=[CH:8][C:9]([I:12])=[CH:10][CH:11]=1.C1(C)C=CC(S(O)(=O)=O)=CC=1. Given the product [I:12][C:9]1[CH:10]=[CH:11][C:6]2[NH:5][CH:4]=[N:13][C:7]=2[CH:8]=1, predict the reactants needed to synthesize it. (4) Given the product [F:1][C:2]1[CH:16]=[C:15]([CH2:17][CH2:18][C:19](=[O:35])[C:20]2[S:21][C:22]([C:25]3[CH:26]=[CH:27][C:28]([C:31]([F:34])([F:33])[F:32])=[CH:29][CH:30]=3)=[CH:23][CH:24]=2)[CH:14]=[CH:13][C:3]=1[O:4][CH2:5][C:6]([OH:8])=[O:7], predict the reactants needed to synthesize it. The reactants are: [F:1][C:2]1[CH:16]=[C:15]([CH2:17][CH2:18][C:19](=[O:35])[C:20]2[S:21][C:22]([C:25]3[CH:30]=[CH:29][C:28]([C:31]([F:34])([F:33])[F:32])=[CH:27][CH:26]=3)=[CH:23][CH:24]=2)[CH:14]=[CH:13][C:3]=1[O:4][CH2:5][C:6]([O:8]C(C)(C)C)=[O:7].FC(F)(F)C(O)=O.